From a dataset of Forward reaction prediction with 1.9M reactions from USPTO patents (1976-2016). Predict the product of the given reaction. (1) Given the reactants Br[C:2]1[CH:9]=[CH:8][C:5]([C:6]#[N:7])=[CH:4][CH:3]=1.CC1(C)NC=NC1=O.[CH3:18][Si:19]([CH3:25])([CH3:24])[Si:19]([CH3:25])([CH3:24])[CH3:18], predict the reaction product. The product is: [CH3:18][Si:19]([CH3:25])([CH3:24])[C:2]1[CH:9]=[CH:8][C:5]([C:6]#[N:7])=[CH:4][CH:3]=1. (2) Given the reactants [Cl:1][C:2]1[N:3]=[CH:4][C:5]2[NH:10][CH:9]=[C:8]([I:11])[C:6]=2[N:7]=1.[OH-].[Na+].I[CH3:15].O, predict the reaction product. The product is: [Cl:1][C:2]1[N:3]=[CH:4][C:5]2[N:10]([CH3:15])[CH:9]=[C:8]([I:11])[C:6]=2[N:7]=1. (3) Given the reactants [H-].[Na+].[N:3]1([CH2:12][C:13]#[N:14])[C:7]2=[N:8][CH:9]=[CH:10][CH:11]=[C:6]2[CH:5]=[CH:4]1.Br[CH2:16][CH2:17][CH2:18][CH2:19]Br.CCOCC, predict the reaction product. The product is: [N:3]1([C:12]2([C:13]#[N:14])[CH2:19][CH2:18][CH2:17][CH2:16]2)[C:7]2=[N:8][CH:9]=[CH:10][CH:11]=[C:6]2[CH:5]=[CH:4]1. (4) Given the reactants C([N:4]1[C:8]([CH3:9])=[C:7]([CH2:10][C:11]2[CH:16]=[CH:15][C:14]([O:17][CH:18]([CH3:20])[CH3:19])=[CH:13][CH:12]=2)[C:6]([O:21][C@@H:22]2[O:48][C@H:47]([CH2:49][O:50][C:51](=[O:56])[C:52]([CH3:55])([CH3:54])[CH3:53])[C@@H:39]([O:40][C:41](=[O:46])[C:42]([CH3:45])([CH3:44])[CH3:43])[C@H:31]([O:32][C:33](=[O:38])[C:34]([CH3:37])([CH3:36])[CH3:35])[C@H:23]2[O:24][C:25](=[O:30])[C:26]([CH3:29])([CH3:28])[CH3:27])=[N:5]1)(=O)C.C(=O)(O)[O-].[K+].C(O)(=O)C, predict the reaction product. The product is: [CH:18]([O:17][C:14]1[CH:13]=[CH:12][C:11]([CH2:10][C:7]2[C:6]([O:21][C@@H:22]3[O:48][C@H:47]([CH2:49][O:50][C:51](=[O:56])[C:52]([CH3:53])([CH3:55])[CH3:54])[C@@H:39]([O:40][C:41](=[O:46])[C:42]([CH3:45])([CH3:44])[CH3:43])[C@H:31]([O:32][C:33](=[O:38])[C:34]([CH3:35])([CH3:37])[CH3:36])[C@H:23]3[O:24][C:25](=[O:30])[C:26]([CH3:29])([CH3:28])[CH3:27])=[N:5][NH:4][C:8]=2[CH3:9])=[CH:16][CH:15]=1)([CH3:20])[CH3:19].